From a dataset of Forward reaction prediction with 1.9M reactions from USPTO patents (1976-2016). Predict the product of the given reaction. Given the reactants [OH:1][CH2:2][CH2:3][O:4][C:5](=[O:13])[C:6]1[CH:11]=[CH:10][C:9]([OH:12])=[CH:8][CH:7]=1.[C:14](Cl)(=[O:18])[C:15]([CH3:17])=[CH2:16], predict the reaction product. The product is: [C:14]([O:1][CH2:2][CH2:3][O:4][C:5](=[O:13])[C:6]1[CH:11]=[CH:10][C:9]([OH:12])=[CH:8][CH:7]=1)(=[O:18])[C:15]([CH3:17])=[CH2:16].